Task: Predict which catalyst facilitates the given reaction.. Dataset: Catalyst prediction with 721,799 reactions and 888 catalyst types from USPTO Reactant: N1C=CC=CC=1.[C:7](Cl)(=O)[O:8]C1C=CC([N+]([O-])=O)=CC=1.[NH2:20][C:21]1[CH:26]=[C:25]([C:27]([CH3:30])([CH3:29])[CH3:28])[CH:24]=[C:23]([N+:31]([O-:33])=[O:32])[C:22]=1[OH:34]. Product: [C:27]([C:25]1[CH:24]=[C:23]([N+:31]([O-:33])=[O:32])[C:22]2[O:34][C:7](=[O:8])[NH:20][C:21]=2[CH:26]=1)([CH3:28])([CH3:29])[CH3:30]. The catalyst class is: 2.